From a dataset of Catalyst prediction with 721,799 reactions and 888 catalyst types from USPTO. Predict which catalyst facilitates the given reaction. (1) Reactant: [CH3:1][N:2]1[CH2:7][CH2:6][N:5]([C:8]2[S:9][C:10](=[CH:14][C:15]3[CH:16]=[C:17]4[C:21](=[CH:22][CH:23]=3)[N:20]([CH2:24][C:25]3[CH:32]=[CH:31][C:28]([C:29]#[N:30])=[CH:27][C:26]=3[C:33]([F:36])([F:35])[F:34])[N:19]=[CH:18]4)[C:11](=[O:13])[N:12]=2)[CH2:4][CH2:3]1.[OH-:37].[Na+]. Product: [CH3:1][N:2]1[CH2:3][CH2:4][N:5]([C:8]2[S:9][C:10](=[CH:14][C:15]3[CH:16]=[C:17]4[C:21](=[CH:22][CH:23]=3)[N:20]([CH2:24][C:25]3[CH:32]=[CH:31][C:28]([C:29]([NH2:30])=[O:37])=[CH:27][C:26]=3[C:33]([F:36])([F:35])[F:34])[N:19]=[CH:18]4)[C:11](=[O:13])[N:12]=2)[CH2:6][CH2:7]1. The catalyst class is: 33. (2) Reactant: [N+:1]([C:4]1[CH:24]=[CH:23][CH:22]=[CH:21][C:5]=1[NH:6][C:7]1[S:11][C:10]2[CH:12]=[CH:13][CH:14]=[CH:15][C:9]=2[C:8]=1[C:16]([O:18][CH2:19][CH3:20])=[O:17])([O-])=O.[H][H]. Product: [NH2:1][C:4]1[CH:24]=[CH:23][CH:22]=[CH:21][C:5]=1[NH:6][C:7]1[S:11][C:10]2[CH:12]=[CH:13][CH:14]=[CH:15][C:9]=2[C:8]=1[C:16]([O:18][CH2:19][CH3:20])=[O:17]. The catalyst class is: 586. (3) Reactant: Br[C:2]1[S:6][C:5]([CH2:7][NH:8][CH2:9][CH:10]([CH3:12])[CH3:11])=[CH:4][CH:3]=1.[CH3:13][S:14]([C:17]1[CH:18]=[C:19](B(O)O)[CH:20]=[CH:21][CH:22]=1)(=[O:16])=[O:15].C([O-])([O-])=O.[Na+].[Na+]. Product: [CH2:9]([NH:8][CH2:7][C:5]1[S:6][C:2]([C:21]2[CH:20]=[CH:19][CH:18]=[C:17]([S:14]([CH3:13])(=[O:16])=[O:15])[CH:22]=2)=[CH:3][CH:4]=1)[CH:10]([CH3:12])[CH3:11]. The catalyst class is: 38. (4) Reactant: [C:1]([NH:4][C@@H:5]1[CH2:10][C@H:9](N)[CH2:8][CH2:7][C@@H:6]1[N:12]1[CH2:16][CH2:15][C@H:14]([NH:17][C:18](=[O:27])[O:19][CH2:20][C:21]2[CH:26]=[CH:25][CH:24]=[CH:23][CH:22]=2)[C:13]1=[O:28])(=[O:3])[CH3:2].C(C1C(=O)C(=[O:43])C=C(C(C)(C)C)C=1)(C)(C)C. The catalyst class is: 191. Product: [C:1]([NH:4][C@@H:5]1[CH2:10][C:9](=[O:43])[CH2:8][CH2:7][C@@H:6]1[N:12]1[CH2:16][CH2:15][C@H:14]([NH:17][C:18](=[O:27])[O:19][CH2:20][C:21]2[CH:26]=[CH:25][CH:24]=[CH:23][CH:22]=2)[C:13]1=[O:28])(=[O:3])[CH3:2]. (5) Reactant: [N:1]1[CH:6]=[CH:5][C:4]([CH2:7][C:8]2[C:17]3[C:12](=[CH:13][CH:14]=[CH:15][CH:16]=3)[C:11](=O)[NH:10][N:9]=2)=[N:3][CH:2]=1.[ClH:19].P(Cl)(Cl)([Cl:22])=O. Product: [ClH:22].[Cl:19][C:11]1[C:12]2[C:17](=[CH:16][CH:15]=[CH:14][CH:13]=2)[C:8]([CH2:7][C:4]2[CH:5]=[CH:6][N:1]=[CH:2][N:3]=2)=[N:9][N:10]=1. The catalyst class is: 880. (6) Reactant: [CH3:1][C:2]1[C:3]([C:15]2[CH:20]=[CH:19][C:18]([O:21][CH3:22])=[CH:17][CH:16]=2)=[C:4]([OH:14])[C:5]2[C:10]([CH:11]=1)=[CH:9][C:8]([O:12][CH3:13])=[CH:7][CH:6]=2.[H-].[Na+].F[C:26]1[CH:33]=[CH:32][C:29]([CH:30]=[O:31])=[CH:28][CH:27]=1. Product: [CH3:1][C:2]1[C:3]([C:15]2[CH:20]=[CH:19][C:18]([O:21][CH3:22])=[CH:17][CH:16]=2)=[C:4]([O:14][C:26]2[CH:33]=[CH:32][C:29]([CH:30]=[O:31])=[CH:28][CH:27]=2)[C:5]2[C:10]([CH:11]=1)=[CH:9][C:8]([O:12][CH3:13])=[CH:7][CH:6]=2. The catalyst class is: 3. (7) Reactant: [CH2:1]([O:4][N:5]1[C:10](=[O:11])[C:9]2[S:12][CH:13]=[CH:14][C:8]=2[NH:7][C:6]1=[O:15])[CH:2]=[CH2:3].Br[CH2:17][CH2:18][OH:19].[S:20](Cl)([C:23]1[CH:29]=[CH:28][C:26]([CH3:27])=[CH:25][CH:24]=1)(=[O:22])=[O:21]. Product: [CH2:1]([O:4][N:5]1[C:10](=[O:11])[C:9]2[S:12][CH:13]=[CH:14][C:8]=2[N:7]([CH2:17][CH2:18][O:19][S:20]([C:23]2[CH:29]=[CH:28][C:26]([CH3:27])=[CH:25][CH:24]=2)(=[O:22])=[O:21])[C:6]1=[O:15])[CH:2]=[CH2:3]. The catalyst class is: 17. (8) Reactant: [CH3:1][O:2][C:3]1[CH:19]=[CH:18][C:6]([CH2:7][NH:8][CH2:9][C:10]2[CH:15]=[CH:14][C:13]([O:16][CH3:17])=[CH:12][CH:11]=2)=[CH:5][CH:4]=1.CCN(CC)CC.[CH2:27]([S:29](Cl)(=[O:31])=[O:30])[CH3:28]. Product: [CH3:17][O:16][C:13]1[CH:14]=[CH:15][C:10]([CH2:9][N:8]([CH2:7][C:6]2[CH:5]=[CH:4][C:3]([O:2][CH3:1])=[CH:19][CH:18]=2)[S:29]([CH2:27][CH3:28])(=[O:31])=[O:30])=[CH:11][CH:12]=1. The catalyst class is: 808.